Task: Predict the reactants needed to synthesize the given product.. Dataset: Full USPTO retrosynthesis dataset with 1.9M reactions from patents (1976-2016) (1) Given the product [N:3]1[N:4]2[CH:9]=[CH:8][CH:7]=[CH:6][C:5]2=[CH:10][C:2]=1[C:19]1[CH:20]=[C:21]([C:25]([OH:28])([CH3:27])[CH3:26])[CH:22]=[N:23][CH:24]=1, predict the reactants needed to synthesize it. The reactants are: Cl[C:2]1[CH:10]=[C:5]2[CH:6]=[CH:7][CH:8]=[CH:9][N:4]2[N:3]=1.CC1(C)C(C)(C)OB([C:19]2[CH:20]=[C:21]([C:25]([OH:28])([CH3:27])[CH3:26])[CH:22]=[N:23][CH:24]=2)O1.C1(P(C2CCCCC2)C2C=CC=CC=2C2C(OC)=CC=CC=2OC)CCCCC1.[O-]P([O-])([O-])=O.[K+].[K+].[K+]. (2) Given the product [F:15][CH:14]([F:16])[S:10][C:2]1[S:1][C:9]2[C:4]([N:3]=1)=[N:5][CH:6]=[CH:7][CH:8]=2, predict the reactants needed to synthesize it. The reactants are: [S:1]1[C:9]2[C:4](=[N:5][CH:6]=[CH:7][CH:8]=2)[N:3]=[C:2]1[SH:10].[OH-].[Na+].Cl[CH:14]([F:16])[F:15].Cl. (3) Given the product [CH:1]1([C:7]2([CH3:15])[N:11]([CH3:12])[C:10](=[O:13])[N:9]([CH2:23][C:24](=[O:25])[C:26]3[CH:31]=[CH:30][CH:29]=[CH:28][CH:27]=3)[C:8]2=[O:14])[CH2:6][CH2:5][CH2:4][CH:3]=[CH:2]1, predict the reactants needed to synthesize it. The reactants are: [CH:1]1([C:7]2([CH3:15])[N:11]([CH3:12])[C:10](=[O:13])[NH:9][C:8]2=[O:14])[CH2:6][CH2:5][CH2:4][CH:3]=[CH:2]1.C(=O)([O-])[O-].[K+].[K+].Br[CH2:23][C:24]([C:26]1[CH:31]=[CH:30][CH:29]=[CH:28][CH:27]=1)=[O:25].C(Cl)Cl. (4) Given the product [CH2:1]([C:3]1[C:4](=[O:26])[N:5]([CH2:18][CH2:19][C:20]2[CH:21]=[CH:22][CH:23]=[CH:24][CH:25]=2)[C:6]([C:10]2[CH:15]=[CH:14][CH:13]=[CH:12][C:11]=2[O:16][CH3:17])=[N:7][C:8]=1[CH2:9][CH3:28])[CH3:2], predict the reactants needed to synthesize it. The reactants are: [CH2:1]([C:3]1[C:4](=[O:26])[N:5]([CH2:18][CH2:19][C:20]2[CH:25]=[CH:24][CH:23]=[CH:22][CH:21]=2)[C:6]([C:10]2[CH:15]=[CH:14][CH:13]=[CH:12][C:11]=2[O:16][CH3:17])=[N:7][C:8]=1[CH3:9])[CH3:2].[Li+].[CH3:28]C([N-]C(C)C)C.CI. (5) Given the product [Si:1]([O:8][CH:9]([C:22]1[O:23][C:24]([Cl:32])=[CH:25][N:26]=1)[CH2:10][CH2:11][CH2:12][CH2:13][CH2:14][CH2:15][C:16]1[CH:21]=[CH:20][CH:19]=[CH:18][CH:17]=1)([C:4]([CH3:7])([CH3:5])[CH3:6])([CH3:2])[CH3:3], predict the reactants needed to synthesize it. The reactants are: [Si:1]([O:8][CH:9]([C:22]1[O:23][CH:24]=[CH:25][N:26]=1)[CH2:10][CH2:11][CH2:12][CH2:13][CH2:14][CH2:15][C:16]1[CH:21]=[CH:20][CH:19]=[CH:18][CH:17]=1)([C:4]([CH3:7])([CH3:6])[CH3:5])([CH3:3])[CH3:2].[Li]C(C)(C)C.[Cl:32]N1C(=O)CCC1=O. (6) Given the product [Cl:10][C:4]1[CH:3]=[C:2]([C:16]2[CH:17]=[CH:18][CH:19]=[C:14]([O:13][CH2:11][CH3:12])[C:15]=2[F:23])[CH:8]=[C:7]([F:9])[C:5]=1[NH2:6], predict the reactants needed to synthesize it. The reactants are: Br[C:2]1[CH:8]=[C:7]([F:9])[C:5]([NH2:6])=[C:4]([Cl:10])[CH:3]=1.[CH2:11]([O:13][C:14]1[C:15]([F:23])=[C:16](B(O)O)[CH:17]=[CH:18][CH:19]=1)[CH3:12]. (7) Given the product [CH3:1][O:2][CH2:3][C@H:4]([CH3:38])[O:5][C:6]1[CH:7]=[C:8]([C:23]2[NH:27][C:26]([C:28]3[O:33][CH2:32][C@@H:31]([C:34]([O:36][CH3:37])=[O:35])[N:30]=3)=[CH:25][CH:24]=2)[CH:9]=[C:10]([O:12][C:13]2[CH:14]=[N:15][C:16]([S:19]([CH3:22])(=[O:21])=[O:20])=[CH:17][CH:18]=2)[CH:11]=1, predict the reactants needed to synthesize it. The reactants are: [CH3:1][O:2][CH2:3][C@H:4]([CH3:38])[O:5][C:6]1[CH:7]=[C:8]([C:23]2[NH:27][C:26]([C:28]([NH:30][C@H:31]([C:34]([O:36][CH3:37])=[O:35])[CH2:32][OH:33])=O)=[CH:25][CH:24]=2)[CH:9]=[C:10]([O:12][C:13]2[CH:14]=[N:15][C:16]([S:19]([CH3:22])(=[O:21])=[O:20])=[CH:17][CH:18]=2)[CH:11]=1.COCCN(S(F)(F)F)CCOC.C(=O)([O-])[O-].[K+].[K+].C(=O)([O-])O.[Na+]. (8) Given the product [NH2:24][C:25]1[CH:34]=[CH:33][C:32]([C:35]([C:37]2[N:45]3[C:40]([CH:41]=[CH:42][CH:43]=[CH:44]3)=[C:39]([C:9]3[CH:8]=[CH:7][CH:6]=[C:5]([C:3]([O:2][CH3:1])=[O:4])[CH:10]=3)[C:38]=2[CH3:47])=[O:36])=[CH:31][C:26]=1[C:27]([O:29][CH3:30])=[O:28], predict the reactants needed to synthesize it. The reactants are: [CH3:1][O:2][C:3]([C:5]1[CH:6]=[C:7](B(O)O)[CH:8]=[CH:9][CH:10]=1)=[O:4].O.O.P([O-])([O-])([O-])=O.[K+].[K+].[K+].[NH2:24][C:25]1[CH:34]=[CH:33][C:32]([C:35]([C:37]2[N:45]3[C:40]([CH:41]=[CH:42][CH:43]=[CH:44]3)=[C:39](Br)[C:38]=2[CH3:47])=[O:36])=[CH:31][C:26]=1[C:27]([O:29][CH3:30])=[O:28]. (9) The reactants are: [N:1]1[CH:6]=[CH:5][CH:4]=[C:3]([CH:7]([OH:9])[CH3:8])[CH:2]=1.C([O-])=O.[NH4+]. Given the product [NH:1]1[CH2:6][CH2:5][CH2:4][CH:3]([CH:7]([OH:9])[CH3:8])[CH2:2]1, predict the reactants needed to synthesize it.